From a dataset of Catalyst prediction with 721,799 reactions and 888 catalyst types from USPTO. Predict which catalyst facilitates the given reaction. (1) Reactant: C(O[C:6](=O)[N:7]([CH2:9][CH2:10][NH:11][C:12]([C:14]1[S:30][C:17]2=[N:18][C:19]3[C:24]([CH:25]=[C:16]2[CH:15]=1)=[CH:23][C:22]([C:26]([CH3:29])([CH3:28])[CH3:27])=[CH:21][CH:20]=3)=[O:13])C)(C)(C)C.FC(F)(F)C(O)=O. Product: [CH3:6][NH:7][CH2:9][CH2:10][NH:11][C:12]([C:14]1[S:30][C:17]2=[N:18][C:19]3[C:24]([CH:25]=[C:16]2[CH:15]=1)=[CH:23][C:22]([C:26]([CH3:28])([CH3:27])[CH3:29])=[CH:21][CH:20]=3)=[O:13]. The catalyst class is: 2. (2) Reactant: [Cl:1][C:2]1[CH:7]=[CH:6][CH:5]=[C:4]([Cl:8])[C:3]=1[N:9]1[C:13]([CH2:14][O:15][C:16]2[CH:21]=[CH:20][C:19]([CH:22](O)[CH3:23])=[C:18]([CH3:25])[CH:17]=2)=[C:12]([CH:26]([CH3:28])[CH3:27])[CH:11]=[N:10]1.[CH3:29][O:30][C:31](=[O:39])[C:32]1[CH:37]=[CH:36][CH:35]=[C:34]([SH:38])[CH:33]=1.CCCCP(CCCC)CCCC. Product: [CH3:29][O:30][C:31](=[O:39])[C:32]1[CH:37]=[CH:36][CH:35]=[C:34]([S:38][CH:22]([C:19]2[CH:20]=[CH:21][C:16]([O:15][CH2:14][C:13]3[N:9]([C:3]4[C:2]([Cl:1])=[CH:7][CH:6]=[CH:5][C:4]=4[Cl:8])[N:10]=[CH:11][C:12]=3[CH:26]([CH3:27])[CH3:28])=[CH:17][C:18]=2[CH3:25])[CH3:23])[CH:33]=1. The catalyst class is: 11. (3) Reactant: [CH2:1]([O:3][C:4]([C:6]1([NH:9][S:10]([C:13]2[CH:14]=[C:15]([CH:49]=[CH:50][CH:51]=2)[C:16]([NH:18][C:19]2[S:20][C:21]3[CH2:48][CH2:47][CH2:46][CH2:45][C:22]=3[C:23]=2[C:24]([NH:26][C:27]2[CH:32]=[CH:31][C:30]([CH2:33][CH2:34][C:35]3[CH:44]=[CH:43][C:38]([C:39]([O:41][CH3:42])=[O:40])=[CH:37][CH:36]=3)=[CH:29][CH:28]=2)=[O:25])=[O:17])(=[O:12])=[O:11])[CH2:8][CH2:7]1)=[O:5])[CH3:2].[CH2:52](I)[CH3:53].C(=O)([O-])[O-].[K+].[K+].C(O)(=O)CC(CC(O)=O)(C(O)=O)O. Product: [CH2:1]([O:3][C:4]([C:6]1([N:9]([CH2:52][CH3:53])[S:10]([C:13]2[CH:14]=[C:15]([CH:49]=[CH:50][CH:51]=2)[C:16]([NH:18][C:19]2[S:20][C:21]3[CH2:48][CH2:47][CH2:46][CH2:45][C:22]=3[C:23]=2[C:24]([NH:26][C:27]2[CH:32]=[CH:31][C:30]([CH2:33][CH2:34][C:35]3[CH:44]=[CH:43][C:38]([C:39]([O:41][CH3:42])=[O:40])=[CH:37][CH:36]=3)=[CH:29][CH:28]=2)=[O:25])=[O:17])(=[O:12])=[O:11])[CH2:7][CH2:8]1)=[O:5])[CH3:2]. The catalyst class is: 3. (4) The catalyst class is: 104. Reactant: Cl[C:2]1[N:7]=[C:6]([NH:8][C:9]([C:11]2([C:14]3[CH:24]=[CH:23][C:17]4[O:18][C:19]([F:22])([F:21])[O:20][C:16]=4[CH:15]=3)[CH2:13][CH2:12]2)=[O:10])[CH:5]=[CH:4][C:3]=1[CH3:25].[CH3:26][C:27]1[C:36](B2OC(C)(C)C(C)(C)O2)=[C:35]([CH3:46])[CH:34]=[CH:33][C:28]=1[C:29]([O:31][CH3:32])=[O:30].C(=O)([O-])[O-].[Na+].[Na+]. Product: [F:21][C:19]1([F:22])[O:18][C:17]2[CH:23]=[CH:24][C:14]([C:11]3([C:9]([NH:8][C:6]4[N:7]=[C:2]([C:36]5[C:27]([CH3:26])=[C:28]([CH:33]=[CH:34][C:35]=5[CH3:46])[C:29]([O:31][CH3:32])=[O:30])[C:3]([CH3:25])=[CH:4][CH:5]=4)=[O:10])[CH2:13][CH2:12]3)=[CH:15][C:16]=2[O:20]1.